This data is from Reaction yield outcomes from USPTO patents with 853,638 reactions. The task is: Predict the reaction yield, written as a fraction of the theoretical maximum amount of product (1.0 means a 100% yield; for example, 0.34 means a 34% yield). (1) The reactants are [Cl:1][C:2]1[CH:7]=[C:6]([CH2:8]Cl)[CH:5]=[C:4]([Cl:10])[C:3]=1[C:11]1[NH:12][C:13]2[C:19]3[CH:20]=[CH:21][N:22]=[CH:23][C:18]=3[NH:17][C:16]3[N:24]=[CH:25][CH:26]=[CH:27][C:15]=3[C:14]=2[N:28]=1.[C-:29]#[N:30].[Na+]. The catalyst is CS(C)=O.CO. The product is [Cl:1][C:2]1[CH:7]=[C:6]([CH2:8][C:29]#[N:30])[CH:5]=[C:4]([Cl:10])[C:3]=1[C:11]1[NH:12][C:13]2[C:19]3[CH:20]=[CH:21][N:22]=[CH:23][C:18]=3[NH:17][C:16]3[N:24]=[CH:25][CH:26]=[CH:27][C:15]=3[C:14]=2[N:28]=1. The yield is 0.450. (2) The reactants are [N-:1]=[N+:2]=[N-:3].[Na+].[CH3:5][O:6][C:7]([C:9]1[CH:10]=[C:11]([C:22]2[CH:27]=[CH:26][C:25]([CH3:28])=[CH:24][CH:23]=2)[CH:12]=[C:13](/[N:15]=[C:16](\Cl)/[C:17]([F:20])([F:19])[F:18])[CH:14]=1)=[O:8]. The catalyst is C(#N)C. The product is [CH3:5][O:6][C:7]([C:9]1[CH:10]=[C:11]([C:22]2[CH:27]=[CH:26][C:25]([CH3:28])=[CH:24][CH:23]=2)[CH:12]=[C:13]([N:15]2[C:16]([C:17]([F:20])([F:19])[F:18])=[N:3][N:2]=[N:1]2)[CH:14]=1)=[O:8]. The yield is 0.990. (3) The reactants are Cl[CH2:2][C:3]1[CH:8]=[CH:7][CH:6]=[C:5]([N+:9]([O-:11])=[O:10])[CH:4]=1.[CH2:12]([S-:15])[CH2:13][CH3:14].[Na+].O. The catalyst is CN(C=O)C. The product is [N+:9]([C:5]1[CH:4]=[C:3]([CH:8]=[CH:7][CH:6]=1)[CH2:2][S:15][CH2:12][CH2:13][CH3:14])([O-:11])=[O:10]. The yield is 0.910. (4) The reactants are C[O:2][C:3](=[O:24])[C:4]1[CH:9]=[C:8]([C:10]2[S:11][CH:12]=[C:13]([C:15]3[CH:20]=[CH:19][C:18]([Cl:21])=[C:17]([Cl:22])[CH:16]=3)[N:14]=2)[CH:7]=[CH:6][C:5]=1Br.[CH3:25][C:26]1[CH:31]=[CH:30][CH:29]=[CH:28][C:27]=1B(O)O. No catalyst specified. The product is [Cl:22][C:17]1[CH:16]=[C:15]([C:13]2[N:14]=[C:10]([C:8]3[CH:9]=[C:4]([C:3]([OH:2])=[O:24])[C:5]([C:27]4[CH:28]=[CH:29][CH:30]=[CH:31][C:26]=4[CH3:25])=[CH:6][CH:7]=3)[S:11][CH:12]=2)[CH:20]=[CH:19][C:18]=1[Cl:21]. The yield is 0.720. (5) The reactants are [Cl:1][C:2]1[CH:7]=[CH:6][C:5]([S:8]([N:11]2[CH2:16][CH2:15][CH2:14][C@@H:13]([NH:17][C:18]3[N:23]=[C:22]([C:24]4[N:31]5[C:27]([S:28][CH:29]=[CH:30]5)=[N:26][C:25]=4[C:32]4[CH:37]=[CH:36][CH:35]=[C:34]([C:38]#[N:39])[CH:33]=4)[CH:21]=[CH:20][N:19]=3)[CH2:12]2)(=[O:10])=[O:9])=[CH:4][CH:3]=1.Cl.[NH2:41][OH:42].C(=O)([O-])[O-].[Na+].[Na+]. The catalyst is C(O)C.O. The product is [Cl:1][C:2]1[CH:7]=[CH:6][C:5]([S:8]([N:11]2[CH2:16][CH2:15][CH2:14][C@@H:13]([NH:17][C:18]3[N:23]=[C:22]([C:24]4[N:31]5[C:27]([S:28][CH:29]=[CH:30]5)=[N:26][C:25]=4[C:32]4[CH:33]=[C:34]([C:38](=[N:41][OH:42])[NH2:39])[CH:35]=[CH:36][CH:37]=4)[CH:21]=[CH:20][N:19]=3)[CH2:12]2)(=[O:10])=[O:9])=[CH:4][CH:3]=1. The yield is 0.480. (6) The reactants are Cl[C:2]1[N:6]([CH2:7][CH3:8])[N:5]=[CH:4][C:3]=1[N+:9]([O-:11])=[O:10].[F:12][C:13]([F:25])([F:24])[C:14]([NH:16][C@H:17]1[CH2:23][CH2:22][CH2:21][NH:20][CH2:19][CH2:18]1)=[O:15]. No catalyst specified. The product is [CH2:7]([N:6]1[C:2]([N:20]2[CH2:21][CH2:22][CH2:23][C@H:17]([NH:16][C:14](=[O:15])[C:13]([F:24])([F:12])[F:25])[CH2:18][CH2:19]2)=[C:3]([N+:9]([O-:11])=[O:10])[CH:4]=[N:5]1)[CH3:8]. The yield is 0.440.